This data is from Forward reaction prediction with 1.9M reactions from USPTO patents (1976-2016). The task is: Predict the product of the given reaction. (1) Given the reactants Cl[C:2]1[C:7]([C:8]2[CH:13]=[CH:12][C:11]([Br:14])=[CH:10][CH:9]=2)=[C:6]([Cl:15])[N:5]=[CH:4][N:3]=1.[K].[CH3:17][O:18][CH2:19][CH2:20][NH:21][S:22]([NH2:25])(=[O:24])=[O:23], predict the reaction product. The product is: [Cl:15][C:6]1[N:5]=[CH:4][N:3]=[C:2]([NH:25][S:22](=[O:24])(=[O:23])[NH:21][CH2:20][CH2:19][O:18][CH3:17])[C:7]=1[C:8]1[CH:13]=[CH:12][C:11]([Br:14])=[CH:10][CH:9]=1. (2) Given the reactants [CH2:1]([O:13][C:14]1[CH:21]=[CH:20][C:17]([CH:18]=O)=[CH:16][C:15]=1[O:22][CH3:23])[CH2:2][CH2:3][CH2:4][CH2:5][CH2:6][CH2:7][CH2:8][CH2:9][CH2:10][CH2:11][CH3:12].C([O-])(=O)C.[NH4+].[N+:29]([CH3:32])([O-:31])=[O:30], predict the reaction product. The product is: [N+:29]([CH:32]=[CH:18][C:17]1[CH:20]=[CH:21][C:14]([O:13][CH2:1][CH2:2][CH2:3][CH2:4][CH2:5][CH2:6][CH2:7][CH2:8][CH2:9][CH2:10][CH2:11][CH3:12])=[C:15]([O:22][CH3:23])[CH:16]=1)([O-:31])=[O:30].